From a dataset of Forward reaction prediction with 1.9M reactions from USPTO patents (1976-2016). Predict the product of the given reaction. (1) Given the reactants Br[C:2]1[CH:7]=[C:6]([C:8]([F:11])([F:10])[F:9])[CH:5]=[CH:4][C:3]=1[C:12]1[C:21]2[C:16](=[CH:17][C:18]([S:22]([N:25]([CH2:31][C:32]3[CH:37]=[CH:36][C:35]([O:38][CH3:39])=[CH:34][C:33]=3[O:40][CH3:41])[C:26]3[S:27][CH:28]=[CH:29][N:30]=3)(=[O:24])=[O:23])=[CH:19][CH:20]=2)[CH:15]=[CH:14][N:13]=1.[CH2:42]([Sn](CCCC)(CCCC)CCCC)[CH:43]=[CH2:44], predict the reaction product. The product is: [CH2:44]([C:2]1[CH:7]=[C:6]([C:8]([F:11])([F:10])[F:9])[CH:5]=[CH:4][C:3]=1[C:12]1[C:21]2[C:16](=[CH:17][C:18]([S:22]([N:25]([CH2:31][C:32]3[CH:37]=[CH:36][C:35]([O:38][CH3:39])=[CH:34][C:33]=3[O:40][CH3:41])[C:26]3[S:27][CH:28]=[CH:29][N:30]=3)(=[O:24])=[O:23])=[CH:19][CH:20]=2)[CH:15]=[CH:14][N:13]=1)[CH:43]=[CH2:42]. (2) Given the reactants C([O:5][C:6](=[O:19])[C:7]#[C:8][C:9]1[CH:10]=[C:11]([CH:16]=[CH:17][CH:18]=1)[C:12]([O:14][CH3:15])=[O:13])(C)(C)C, predict the reaction product. The product is: [CH3:15][O:14][C:12]([C:11]1[CH:10]=[C:9]([C:8]#[C:7][C:6]([OH:19])=[O:5])[CH:18]=[CH:17][CH:16]=1)=[O:13]. (3) Given the reactants [Cl:1][C:2]1[C:8](Cl)=[CH:7][C:5]([NH2:6])=[C:4]([N+:10]([O-:12])=[O:11])[CH:3]=1.C(=O)([O-])[O-].[K+].[K+].[F:19][C:20]([F:29])([F:28])[C:21]1[CH:26]=[CH:25][C:24]([OH:27])=[CH:23][CH:22]=1, predict the reaction product. The product is: [Cl:1][C:2]1[C:8]([O:27][C:24]2[CH:25]=[CH:26][C:21]([C:20]([F:19])([F:28])[F:29])=[CH:22][CH:23]=2)=[CH:7][C:5]([NH2:6])=[C:4]([N+:10]([O-:12])=[O:11])[CH:3]=1. (4) Given the reactants [NH:1]1[CH:5]=[CH:4][CH:3]=[N:2]1.[H-].[Na+].[CH2:8]([O:15][C:16]1[C:23](F)=[CH:22][CH:21]=[CH:20][C:17]=1[C:18]#[N:19])[C:9]1[CH:14]=[CH:13][CH:12]=[CH:11][CH:10]=1, predict the reaction product. The product is: [CH2:8]([O:15][C:16]1[CH:23]=[C:22]([N:1]2[CH:5]=[CH:4][CH:3]=[N:2]2)[CH:21]=[CH:20][C:17]=1[C:18]#[N:19])[C:9]1[CH:10]=[CH:11][CH:12]=[CH:13][CH:14]=1. (5) Given the reactants [NH2:1][CH2:2][CH2:3][CH2:4][C@H:5]([NH:13][C:14]([C:16]1[C:17](=[O:35])[N:18]([CH:22]([C:29]2[CH:34]=[CH:33][CH:32]=[CH:31][CH:30]=2)[C:23]2[CH:28]=[CH:27][CH:26]=[CH:25][CH:24]=2)[CH:19]=[CH:20][CH:21]=1)=[O:15])[C:6]([O:8][C:9]([CH3:12])([CH3:11])[CH3:10])=[O:7].[N:36]#[C:37]Br.C(N(CC)CC)C.ClCCl, predict the reaction product. The product is: [C:37]([NH:1][CH2:2][CH2:3][CH2:4][C@H:5]([NH:13][C:14]([C:16]1[C:17](=[O:35])[N:18]([CH:22]([C:29]2[CH:34]=[CH:33][CH:32]=[CH:31][CH:30]=2)[C:23]2[CH:28]=[CH:27][CH:26]=[CH:25][CH:24]=2)[CH:19]=[CH:20][CH:21]=1)=[O:15])[C:6]([O:8][C:9]([CH3:12])([CH3:11])[CH3:10])=[O:7])#[N:36]. (6) Given the reactants [C:1]([O:5][C:6]([NH:8][C@H:9]1[CH2:14][CH2:13][CH2:12][CH2:11][C@H:10]1[NH:15][C:16]1[N:21]=[C:20]([CH3:22])[C:19]([C:23](OC)=[O:24])=[C:18]([NH:27][C:28]2[CH:29]=[C:30]([CH3:34])[CH:31]=[CH:32][CH:33]=2)[N:17]=1)=[O:7])([CH3:4])([CH3:3])[CH3:2].[Se](=O)=O.[CH3:38][O:39][C:40]1[CH:45]=[C:44]([O:46][CH3:47])[CH:43]=[CH:42][C:41]=1[CH2:48][NH2:49].C([BH3-])#N.[Na+], predict the reaction product. The product is: [CH3:38][O:39][C:40]1[CH:45]=[C:44]([O:46][CH3:47])[CH:43]=[CH:42][C:41]=1[CH2:48][N:49]1[C:23](=[O:24])[C:19]2[C:18]([NH:27][C:28]3[CH:29]=[C:30]([CH3:34])[CH:31]=[CH:32][CH:33]=3)=[N:17][C:16]([NH:15][C@@H:10]3[CH2:11][CH2:12][CH2:13][CH2:14][C@@H:9]3[NH:8][C:6](=[O:7])[O:5][C:1]([CH3:3])([CH3:4])[CH3:2])=[N:21][C:20]=2[CH2:22]1. (7) Given the reactants [CH2:1]([O:8][C:9]1[CH:24]=[C:23]([N:25]([CH2:31][C:32]2[CH:37]=[CH:36][C:35]([CH:38]3[CH2:43][CH2:42][CH2:41][CH2:40][CH2:39]3)=[CH:34][CH:33]=2)[C:26](=[O:30])[CH2:27][NH:28][CH3:29])[CH:22]=[CH:21][C:10]=1[C:11]([O:13][CH2:14][C:15]1[CH:20]=[CH:19][CH:18]=[CH:17][CH:16]=1)=[O:12])[C:2]1[CH:7]=[CH:6][CH:5]=[CH:4][CH:3]=1.[C:44]([C:46]1[CH:51]=[CH:50][C:49]([S:52](Cl)(=[O:54])=[O:53])=[CH:48][CH:47]=1)#[N:45], predict the reaction product. The product is: [CH2:1]([O:8][C:9]1[CH:24]=[C:23]([N:25]([CH2:31][C:32]2[CH:33]=[CH:34][C:35]([CH:38]3[CH2:43][CH2:42][CH2:41][CH2:40][CH2:39]3)=[CH:36][CH:37]=2)[C:26](=[O:30])[CH2:27][N:28]([CH3:29])[S:52]([C:49]2[CH:48]=[CH:47][C:46]([C:44]#[N:45])=[CH:51][CH:50]=2)(=[O:54])=[O:53])[CH:22]=[CH:21][C:10]=1[C:11]([O:13][CH2:14][C:15]1[CH:20]=[CH:19][CH:18]=[CH:17][CH:16]=1)=[O:12])[C:2]1[CH:3]=[CH:4][CH:5]=[CH:6][CH:7]=1.